The task is: Predict the product of the given reaction.. This data is from Forward reaction prediction with 1.9M reactions from USPTO patents (1976-2016). Given the reactants [F:1][C:2]1[CH:7]=[CH:6][CH:5]=[CH:4][C:3]=1[C:8]([F:11])([F:10])[F:9].[Li+].CC([N-]C(C)C)C.[C:20]([O:24][C:25]([N:27]1[CH2:32][CH2:31][CH:30]([C:33](=[O:38])N(OC)C)[CH2:29][CH2:28]1)=[O:26])([CH3:23])([CH3:22])[CH3:21], predict the reaction product. The product is: [C:20]([O:24][C:25]([N:27]1[CH2:32][CH2:31][CH:30]([C:33](=[O:38])[C:7]2[CH:6]=[CH:5][CH:4]=[C:3]([C:8]([F:9])([F:10])[F:11])[C:2]=2[F:1])[CH2:29][CH2:28]1)=[O:26])([CH3:23])([CH3:22])[CH3:21].